From a dataset of Full USPTO retrosynthesis dataset with 1.9M reactions from patents (1976-2016). Predict the reactants needed to synthesize the given product. (1) Given the product [C:42]([C:46]1[CH:47]=[CH:48][C:49]([C:50]([NH:1][C@@H:2]([CH2:15][C:16]2[CH:21]=[CH:20][C:19]([C:22]3[N:27]=[CH:26][C:25]([C:28]4[CH:33]=[CH:32][C:31]([O:34][CH2:35][CH2:36][CH2:37][CH2:38][CH2:39][CH2:40][CH3:41])=[CH:30][CH:29]=4)=[CH:24][N:23]=3)=[CH:18][CH:17]=2)[C:3]([NH:5][C@H:6]([CH3:14])[C:7]([O:9][C:10]([CH3:11])([CH3:12])[CH3:13])=[O:8])=[O:4])=[O:51])=[CH:53][CH:54]=1)([CH3:45])([CH3:43])[CH3:44], predict the reactants needed to synthesize it. The reactants are: [NH2:1][C@@H:2]([CH2:15][C:16]1[CH:21]=[CH:20][C:19]([C:22]2[N:27]=[CH:26][C:25]([C:28]3[CH:33]=[CH:32][C:31]([O:34][CH2:35][CH2:36][CH2:37][CH2:38][CH2:39][CH2:40][CH3:41])=[CH:30][CH:29]=3)=[CH:24][N:23]=2)=[CH:18][CH:17]=1)[C:3]([NH:5][C@H:6]([CH3:14])[C:7]([O:9][C:10]([CH3:13])([CH3:12])[CH3:11])=[O:8])=[O:4].[C:42]([C:46]1[CH:54]=[CH:53][C:49]([C:50](O)=[O:51])=[CH:48][CH:47]=1)([CH3:45])([CH3:44])[CH3:43].CN(C(ON1N=NC2C=CC=NC1=2)=[N+](C)C)C.F[P-](F)(F)(F)(F)F. (2) Given the product [F:21][C:16]([F:22])([C:17]([F:20])([F:19])[F:18])[C:15]([F:24])([F:23])[C:2]1[CH:13]=[CH:12][C:5]2[S:6][C:7]([C:9]([O:11][CH3:25])=[O:10])=[CH:8][C:4]=2[CH:3]=1, predict the reactants needed to synthesize it. The reactants are: I[C:2]1[CH:13]=[CH:12][C:5]2[S:6][C:7]([C:9]([OH:11])=[O:10])=[CH:8][C:4]=2[CH:3]=1.I[C:15]([F:24])([F:23])[C:16]([F:22])([F:21])[C:17]([F:20])([F:19])[F:18].[CH3:25]N(C)C=O.N. (3) Given the product [CH2:9]([O:8][C:7]1[C:2]([OH:1])=[N:3][CH:4]=[CH:5][CH:6]=1)[CH3:10], predict the reactants needed to synthesize it. The reactants are: [OH:1][C:2]1[C:7]([OH:8])=[CH:6][CH:5]=[CH:4][N:3]=1.[CH3:9][C:10](C)([O-])C.[Na+].C(I)C. (4) The reactants are: Cl[C:2]1[N:10]=[C:9]([I:11])[N:8]=[C:7]2[C:3]=1[N:4]=[CH:5][N:6]2[CH:12]([CH3:14])[CH3:13].[NH2:15][CH2:16][CH2:17][C:18]1[CH:23]=[CH:22][C:21]([OH:24])=[CH:20][CH:19]=1.C(N(CC)CC)C. Given the product [I:11][C:9]1[N:8]=[C:7]2[C:3]([N:4]=[CH:5][N:6]2[CH:12]([CH3:14])[CH3:13])=[C:2]([NH:15][CH2:16][CH2:17][C:18]2[CH:23]=[CH:22][C:21]([OH:24])=[CH:20][CH:19]=2)[N:10]=1, predict the reactants needed to synthesize it.